From a dataset of Experimentally validated miRNA-target interactions with 360,000+ pairs, plus equal number of negative samples. Binary Classification. Given a miRNA mature sequence and a target amino acid sequence, predict their likelihood of interaction. (1) The miRNA is hsa-miR-514a-3p with sequence AUUGACACUUCUGUGAGUAGA. The protein sequence of the target gene is MERDTCDVLSRSKSASEETLHSCNEEEDPFRGMEPYLVRRLSSRSIQLPPLAFRQLEQADLRSESENIPRPTSLPLKILPLIAVTSADSSGFDVDNGTSAGRSPLDPMTSPGSGLILQANFVHSQRRESFLYRSDSDYDLSPKSMSRNSSIASDIHGDDLIVTPFAQVLASLRTVRNNFAALTNLQDRAPSKRSPMCNQPSINKATITEEAYQKLASETLEELDWCLDQLETLQTRHSVSEMASNKFKRMLNRELTHLSEMSRSGNQVSEYISNTFLDKQHEVEIPSPTQKEKEKKKRPM.... Result: 0 (no interaction). (2) The miRNA is cel-miR-48-5p with sequence UGAGGUAGGCUCAGUAGAUGCGA. The protein sequence of the target gene is MSVNMDELRHQVMINQFVLAAGCAADQAKQLLQAAHWQFETALSTFFQETNIPNSHHHHQMMCTPSNTPATPPNFPDALAMFSKLRASEGLQSSNSPMTAAACSPPANFSPFWASSPPSHQAPWIPPSSPTTFHHLHRPQPTWPPGAQQGGAQQKAMAAMDGQR. Result: 0 (no interaction). (3) The miRNA is mmu-miR-1960 with sequence CCAGUGCUGUUAGAAGAGGGCU. The protein sequence of the target gene is MAEMRPGPLVGKQLNELPDHSPLLQPGLAELRRRVQEAGVPQTPQPLTDAFLLRFLRARDFDLDLAWRLMKNYYKWRAECPELSADLRPRSILGLLKAGYHGVLRSRDSTGSRVLIYRIAYWDPKVFTAYDVFRVSLITSELIVQEVETQRNGVKAIFDLEGWQVSHAFQITPSVAKKIAAVLTDSFPLKVRGIHLINEPVIFHAVFSMIKPFLTEKIKDRIHLHGNNYKSSMLQHFPDILPREYGGKEFSMEDICQEWTNFIMKSEDYLSSISETIQ. Result: 0 (no interaction). (4) Result: 1 (interaction). The protein sequence of the target gene is MPRPAPARRLPGLLLLLWPLLLLPSAAPDPVARPGFRRLETRGPGGSPGRRPSPAAPDGAPASGTSEPGRARGAGVCKSRPLDLVFIIDSSRSVRPLEFTKVKTFVSRIIDTLDIGPADTRVAVVNYASTVKIEFQLQAYTDKQSLKQAVGRITPLSTGTMSGLAIQTAMDEAFTVEAGAREPSSNIPKVAIIVTDGRPQDQVNEVAARAQASGIELYAVGVDRADMASLKMMASEPLEEHVFYVETYGVIEKLSSRFQETFCALDPCVLGTHQCQHVCISDGEGKHHCECSQGYTLNAD.... The miRNA is hsa-miR-4736 with sequence AGGCAGGUUAUCUGGGCUG. (5) The miRNA is hsa-miR-3652 with sequence CGGCUGGAGGUGUGAGGA. The protein sequence of the target gene is MDLPVDEWKSYLLQKWASLPTSVQVTISTAETLRDIFLHSSSLLQPEDELFLKRLSKGYLVGKDSDAPLFYREEGNKKFQEKDYTGAAVLYSKGVSHSRPNTEDMSLCHANRSAALFHLGQYETCLKDINRAQTHGYPERLQPKIMLRKAECLVALGRLQEASQTISDLERNFTATPALADVLPQTLQRNLHRLKMKMQEKDSLTESFPAALAKTLEDAALREENEQLSNASSSIGLCVDPLKGRCLVATKDILPGELLVQEDAFVSVLNPGELPPPHHGLDSKWDTRVTNGDLYCHRCL.... Result: 1 (interaction). (6) The miRNA is hsa-miR-4749-5p with sequence UGCGGGGACAGGCCAGGGCAUC. The protein sequence of the target gene is MMRSRSKSPRRPSPTARGANCDVELLKTTTRDREELKCMLEKYERHLAEIQGNVKVLKSERDKIFLLYEQAQEEITRLRREMMKSCKSPKSTTAHAILRRVETERDVAFTDLRRMTTERDSLRERLKIAQETAFNEKAHLEQRIEELECTVHNLDDERMEQMSNMTLMKETISTVEKEMKSLARKAMDTESELGRQKAENNSLRLLYENTEKDLSDTQRHLAKKKYELQLTQEKIMCLDEKIDNFTRQNIAQREEISILGGTLNDLAKEKECLQACLDKKSENIASLGESLAMKEKTISG.... Result: 0 (no interaction). (7) The miRNA is hsa-miR-4310 with sequence GCAGCAUUCAUGUCCC. The protein sequence of the target gene is MPIRALCTICSDFFDHSRDVAAIHCGHTFHLQCLIQWFETAPSRTCPQCRIQVGKRTIINKLFFDLAQEEENVLDAEFLKNELDNVRAQLSQKDKEKRDSQVIIDTLRDTLEERNATVVSLQQALGKAEMLCSTLKKQMKYLEQQQDETKQAQEEARRLRSKMKTMEQIELLLQSQRPEVEEMIRDMGVGQSAVEQLAVYCVSLKKEYENLKEARKASGEVADKLRKDLFSSRSKLQTVYSELDQAKLELKSAQKDLQSADKEIMSLKKKLTMLQETLNLPPVASETVDRLVLESPAPVE.... Result: 0 (no interaction). (8) The miRNA is dme-miR-iab-4-5p with sequence ACGUAUACUGAAUGUAUCCUGA. The protein sequence of the target gene is MKKSYSGVTRTSSGRLRRLADPTGPALKRSFEVEEIEPPNSTPPRRVQTPLLRATVASSSQKFQDLGVKNSEPAARLVDSLSQRSPKPSLRRVELAGAKAPEPMSRRTEISIDISSKQVESTASAAGPSRFGLKRAEVLGHKTPEPVPRRTEITIVKPQESVLRRVETPASKIPEGSAVPATDAAPKRVEIQVPKPAEAPNCPLPSQTLENSEAPMSQLQSRLEPRPSVAEVPYRNQEDSEVTPSCVGDMADNPRDAMLKQAPASRNEKAPMEFGYVGIDSILEQMRRKAMKQGFEFNIM.... Result: 0 (no interaction).